Predict the product of the given reaction. From a dataset of Forward reaction prediction with 1.9M reactions from USPTO patents (1976-2016). (1) Given the reactants C(=O)([O-])[O-].[Na+].[Na+].Br[C:8]1[CH:9]=[N:10][C:11]([NH2:14])=[N:12][CH:13]=1.[C:15]([O:19][C:20]([C:22]1[CH:27]=[CH:26][C:25](B(O)O)=[CH:24][CH:23]=1)=[O:21])([CH3:18])([CH3:17])[CH3:16], predict the reaction product. The product is: [NH2:14][C:11]1[N:10]=[CH:9][C:8]([C:25]2[CH:26]=[CH:27][C:22]([C:20]([O:19][C:15]([CH3:16])([CH3:17])[CH3:18])=[O:21])=[CH:23][CH:24]=2)=[CH:13][N:12]=1. (2) Given the reactants C(OC([N:8]1[C:16]2[C:11](=[CH:12][CH:13]=[C:14]([C:17]3[S:18][CH:19]=[C:20]([C:22]([O:24][CH2:25][CH3:26])=[O:23])[N:21]=3)[CH:15]=2)[CH2:10][CH2:9]1)=O)(C)(C)C.C(O)(C(F)(F)F)=O, predict the reaction product. The product is: [NH:8]1[C:16]2[C:11](=[CH:12][CH:13]=[C:14]([C:17]3[S:18][CH:19]=[C:20]([C:22]([O:24][CH2:25][CH3:26])=[O:23])[N:21]=3)[CH:15]=2)[CH2:10][CH2:9]1.